Dataset: Full USPTO retrosynthesis dataset with 1.9M reactions from patents (1976-2016). Task: Predict the reactants needed to synthesize the given product. (1) Given the product [OH:27][CH2:28][CH2:29][NH:30][S:31]([C:34]1[S:38][C:37]([NH:39][C:12]([C:11]2[CH:10]=[N:9][N:8]3[C:3]([C:2]([F:26])([F:25])[F:1])=[CH:4][C:5]([C:15]4[CH:20]=[CH:19][C:18]([C:21]([F:24])([F:22])[F:23])=[CH:17][CH:16]=4)=[N:6][C:7]=23)=[O:13])=[N:36][C:35]=1[CH3:40])(=[O:32])=[O:33], predict the reactants needed to synthesize it. The reactants are: [F:1][C:2]([F:26])([F:25])[C:3]1[N:8]2[N:9]=[CH:10][C:11]([C:12](O)=[O:13])=[C:7]2[N:6]=[C:5]([C:15]2[CH:20]=[CH:19][C:18]([C:21]([F:24])([F:23])[F:22])=[CH:17][CH:16]=2)[CH:4]=1.[OH:27][CH2:28][CH2:29][NH:30][S:31]([C:34]1[S:38][C:37]([NH2:39])=[N:36][C:35]=1[CH3:40])(=[O:33])=[O:32]. (2) Given the product [CH2:8]([C@H:15]1[N:20]([C:21]([C:23]2[N:24]=[CH:25][N:26]([CH:34]3[CH2:41][CH2:40][CH2:39][CH2:38][C:35]3([OH:37])[CH2:36][O:7][CH2:6][CH2:5][S:4][CH3:3])[C:27]=2[C:28]2[CH:33]=[CH:32][CH:31]=[CH:30][CH:29]=2)=[O:22])[CH2:19][CH2:18][N:17]([C:42]([O:44][C:45]([CH3:48])([CH3:47])[CH3:46])=[O:43])[CH2:16]1)[C:9]1[CH:14]=[CH:13][CH:12]=[CH:11][CH:10]=1, predict the reactants needed to synthesize it. The reactants are: [H-].[Na+].[CH3:3][S:4][CH2:5][CH2:6][OH:7].[CH2:8]([C@H:15]1[N:20]([C:21]([C:23]2[N:24]=[CH:25][N:26]([CH:34]3[CH2:41][CH2:40][CH2:39][CH2:38][C:35]43[O:37][CH2:36]4)[C:27]=2[C:28]2[CH:33]=[CH:32][CH:31]=[CH:30][CH:29]=2)=[O:22])[CH2:19][CH2:18][N:17]([C:42]([O:44][C:45]([CH3:48])([CH3:47])[CH3:46])=[O:43])[CH2:16]1)[C:9]1[CH:14]=[CH:13][CH:12]=[CH:11][CH:10]=1.C(=O)(O)[O-].[Na+]. (3) Given the product [O:1]=[S:2]1(=[O:22])[C:7]2[CH:8]=[CH:9][CH:10]=[CH:11][C:6]=2[CH:5]([C:12]2[CH:21]=[CH:20][C:15]([C:16]([O:18][CH3:19])=[O:17])=[CH:14][CH:13]=2)[CH2:4][CH2:3]1, predict the reactants needed to synthesize it. The reactants are: [O:1]=[S:2]1(=[O:22])[C:7]2[CH:8]=[CH:9][CH:10]=[CH:11][C:6]=2[C:5]([C:12]2[CH:21]=[CH:20][C:15]([C:16]([O:18][CH3:19])=[O:17])=[CH:14][CH:13]=2)=[CH:4][CH2:3]1. (4) Given the product [F:1][C:2]1[CH:25]=[CH:24][CH:23]=[CH:22][C:3]=1[CH2:4][N:5]1[C:9]([C:10]2[CH:14]=[CH:13][O:12][N:11]=2)=[CH:8][C:7]([C:15]2[N:20]=[CH:19][C:18]([NH:21][C:27](=[O:28])[O:29][CH3:30])=[CH:17][N:16]=2)=[N:6]1, predict the reactants needed to synthesize it. The reactants are: [F:1][C:2]1[CH:25]=[CH:24][CH:23]=[CH:22][C:3]=1[CH2:4][N:5]1[C:9]([C:10]2[CH:14]=[CH:13][O:12][N:11]=2)=[CH:8][C:7]([C:15]2[N:20]=[CH:19][C:18]([NH2:21])=[CH:17][N:16]=2)=[N:6]1.Cl[C:27]([O:29][CH3:30])=[O:28]. (5) Given the product [CH2:2]([O:4][C:5]([C:7]1[C:8]2[S:16][CH:15]=[C:14]([CH2:17][O:18][C:19]3[CH:24]=[CH:23][CH:22]=[C:21]([CH2:25][CH2:26][C:27]4[CH:28]=[CH:29][C:30]([Cl:33])=[CH:31][CH:32]=4)[CH:20]=3)[C:9]=2[C:10]([NH2:1])=[N:11][CH:12]=1)=[O:6])[CH3:3], predict the reactants needed to synthesize it. The reactants are: [NH3:1].[CH2:2]([O:4][C:5]([C:7]1[C:8]2[S:16][CH:15]=[C:14]([CH2:17][O:18][C:19]3[CH:24]=[CH:23][CH:22]=[C:21]([CH2:25][CH2:26][C:27]4[CH:32]=[CH:31][C:30]([Cl:33])=[CH:29][CH:28]=4)[CH:20]=3)[C:9]=2[C:10](Cl)=[N:11][CH:12]=1)=[O:6])[CH3:3]. (6) Given the product [Br:1][C:2]1[C:3]([O:21][CH3:22])=[CH:4][C:5]2[NH:11][C:10](=[S:32])[CH2:9][N:8]=[C:7]([C:13]3[CH:18]=[CH:17][CH:16]=[CH:15][C:14]=3[Cl:19])[C:6]=2[CH:20]=1, predict the reactants needed to synthesize it. The reactants are: [Br:1][C:2]1[C:3]([O:21][CH3:22])=[CH:4][C:5]2[NH:11][C:10](=O)[CH2:9][N:8]=[C:7]([C:13]3[CH:18]=[CH:17][CH:16]=[CH:15][C:14]=3[Cl:19])[C:6]=2[CH:20]=1.COC1C=CC(P2(SP(C3C=CC(OC)=CC=3)(=S)S2)=[S:32])=CC=1.